This data is from Reaction yield outcomes from USPTO patents with 853,638 reactions. The task is: Predict the reaction yield, written as a fraction of the theoretical maximum amount of product (1.0 means a 100% yield; for example, 0.34 means a 34% yield). (1) The reactants are [CH2:1]([C:3]1[CH:8]=[CH:7][CH:6]=[CH:5][C:4]=1[N:9]([C:13]1[CH:18]=[CH:17][CH:16]=[CH:15][C:14]=1[CH2:19][CH3:20])C(=O)C)[CH3:2].[OH-].[K+].CCO. The catalyst is O. The product is [CH2:19]([C:14]1[CH:15]=[CH:16][CH:17]=[CH:18][C:13]=1[NH:9][C:4]1[CH:5]=[CH:6][CH:7]=[CH:8][C:3]=1[CH2:1][CH3:2])[CH3:20]. The yield is 0.850. (2) The reactants are [Br:1][C:2]1[CH:10]=[CH:9][C:8]([N:11]2[CH:15]=[CH:14][CH:13]=[CH:12]2)=[CH:7][C:3]=1[C:4](O)=[O:5].CC[N:18](C(C)C)C(C)C.ClC(OC(C)C)=O.N. The catalyst is C1COCC1. The product is [Br:1][C:2]1[CH:10]=[CH:9][C:8]([N:11]2[CH:15]=[CH:14][CH:13]=[CH:12]2)=[CH:7][C:3]=1[C:4]([NH2:18])=[O:5]. The yield is 0.970. (3) The reactants are [CH3:1][N:2]([CH3:16])[S:3]([C:6]1[CH:7]=[C:8]([CH:11]=[CH:12][C:13]=1[O:14][CH3:15])[CH2:9]O)(=[O:5])=[O:4].S(Cl)([Cl:19])=O. The yield is 0.830. The product is [CH3:1][N:2]([CH3:16])[S:3]([C:6]1[CH:7]=[C:8]([CH:11]=[CH:12][C:13]=1[O:14][CH3:15])[CH2:9][Cl:19])(=[O:5])=[O:4]. The catalyst is C(Cl)Cl. (4) The reactants are [OH:1][C:2]1[C:3](=[O:16])[CH:4]=[C:5]([CH2:8][O:9][CH:10]2[CH2:15][CH2:14][CH2:13][CH2:12][O:11]2)[O:6][CH:7]=1.C([O-])([O-])=O.[Cs+].[Cs+].[Br:23][CH2:24][C:25]1[CH:30]=[CH:29][CH:28]=[CH:27][C:26]=1[CH2:31]Br. The catalyst is CN(C=O)C. The product is [Br:23][CH2:24][C:25]1[CH:30]=[CH:29][CH:28]=[CH:27][C:26]=1[CH2:31][O:1][C:2]1[C:3](=[O:16])[CH:4]=[C:5]([CH2:8][O:9][CH:10]2[CH2:15][CH2:14][CH2:13][CH2:12][O:11]2)[O:6][CH:7]=1. The yield is 0.110. (5) The reactants are [CH3:1][N:2]1[C:6]([C:7]2[CH:8]=[C:9]([NH2:23])[CH:10]=[CH:11][C:12]=2[O:13][CH2:14][CH2:15][N:16]2[CH2:22][CH2:21][CH2:20][O:19][CH2:18][CH2:17]2)=[CH:5][CH:4]=[N:3]1.Cl[C:25]([O:27][CH:28]([CH3:30])[CH3:29])=[O:26]. The yield is 0.800. The product is [CH:28]([O:27][C:25](=[O:26])[NH:23][C:9]1[CH:10]=[CH:11][C:12]([O:13][CH2:14][CH2:15][N:16]2[CH2:22][CH2:21][CH2:20][O:19][CH2:18][CH2:17]2)=[C:7]([C:6]2[N:2]([CH3:1])[N:3]=[CH:4][CH:5]=2)[CH:8]=1)([CH3:30])[CH3:29]. The catalyst is CC(N(C)C)=O.CS(C)=O. (6) The reactants are [CH:1]1([CH2:7][C@H:8]([NH:24][C:25](=[O:31])[O:26][C:27]([CH3:30])([CH3:29])[CH3:28])[C@H:9]([OH:23])[CH2:10][NH:11][CH2:12][C:13]2[CH:18]=[C:17]([O:19][CH3:20])[CH:16]=[C:15]([O:21][CH3:22])[CH:14]=2)[CH2:6][CH2:5][CH2:4][CH2:3][CH2:2]1.CCN(C(C)C)C(C)C.Cl[C:42]([O:44][CH2:45][CH:46]1[C:58]2[CH:57]=[CH:56][CH:55]=[CH:54][C:53]=2[C:52]2[C:47]1=[CH:48][CH:49]=[CH:50][CH:51]=2)=[O:43]. The catalyst is C(Cl)Cl. The product is [C:27]([O:26][C:25]([NH:24][C@@H:8]([CH2:7][CH:1]1[CH2:6][CH2:5][CH2:4][CH2:3][CH2:2]1)[C@H:9]([OH:23])[CH2:10][N:11]([CH2:12][C:13]1[CH:18]=[C:17]([O:19][CH3:20])[CH:16]=[C:15]([O:21][CH3:22])[CH:14]=1)[C:42]([O:44][CH2:45][CH:46]1[C:47]2[CH:48]=[CH:49][CH:50]=[CH:51][C:52]=2[C:53]2[C:58]1=[CH:57][CH:56]=[CH:55][CH:54]=2)=[O:43])=[O:31])([CH3:28])([CH3:30])[CH3:29]. The yield is 0.780.